This data is from Reaction yield outcomes from USPTO patents with 853,638 reactions. The task is: Predict the reaction yield, written as a fraction of the theoretical maximum amount of product (1.0 means a 100% yield; for example, 0.34 means a 34% yield). (1) The reactants are [CH2:1]([O:3][C:4]1[CH:5]=[C:6]([CH:10]=[CH:11][C:12]=1[O:13][CH2:14][C:15]1[CH:16]=[N:17][C:18]([O:21][CH3:22])=[CH:19][CH:20]=1)[CH:7]=[N:8]O)[CH3:2]. The catalyst is C(O)(=O)C.C(OCC)(=O)C.[Zn]. The product is [CH2:1]([O:3][C:4]1[CH:5]=[C:6]([CH2:7][NH2:8])[CH:10]=[CH:11][C:12]=1[O:13][CH2:14][C:15]1[CH:16]=[N:17][C:18]([O:21][CH3:22])=[CH:19][CH:20]=1)[CH3:2]. The yield is 0.950. (2) The reactants are [Cl:1][C:2]1[CH:7]=[CH:6][CH:5]=[C:4]([Cl:8])[C:3]=1[CH2:9][O:10][C:11]1[CH:16]=[CH:15][C:14]2[C:17]3([CH2:23][O:24][C:13]=2[CH:12]=1)[CH2:22][CH2:21][NH:20][CH2:19][CH2:18]3.Br[CH2:26][CH2:27][CH2:28][P:29](=[O:36])([O:33][CH2:34][CH3:35])[O:30][CH2:31][CH3:32].[Na+].[I-].C([O-])([O-])=O.[K+].[K+]. The catalyst is CC#N. The product is [Cl:8][C:4]1[CH:5]=[CH:6][CH:7]=[C:2]([Cl:1])[C:3]=1[CH2:9][O:10][C:11]1[CH:16]=[CH:15][C:14]2[C:17]3([CH2:23][O:24][C:13]=2[CH:12]=1)[CH2:18][CH2:19][N:20]([CH2:26][CH2:27][CH2:28][P:29](=[O:36])([O:33][CH2:34][CH3:35])[O:30][CH2:31][CH3:32])[CH2:21][CH2:22]3. The yield is 0.851.